From a dataset of Reaction yield outcomes from USPTO patents with 853,638 reactions. Predict the reaction yield, written as a fraction of the theoretical maximum amount of product (1.0 means a 100% yield; for example, 0.34 means a 34% yield). (1) The reactants are [CH2:1]([O:3][C:4](=[O:21])[CH2:5][NH:6][CH:7]([C:14]1[CH:19]=[CH:18][C:17]([Cl:20])=[CH:16][CH:15]=1)[C:8]1[CH:13]=[CH:12][CH:11]=[CH:10][CH:9]=1)[CH3:2].C(N(C(C)C)C(C)C)C.Cl[C:32]([O:34][CH2:35][CH:36]=[CH2:37])=[O:33]. The product is [CH2:1]([O:3][C:4](=[O:21])[CH2:5][N:6]([C:32]([O:34][CH2:35][CH:36]=[CH2:37])=[O:33])[CH:7]([C:14]1[CH:15]=[CH:16][C:17]([Cl:20])=[CH:18][CH:19]=1)[C:8]1[CH:13]=[CH:12][CH:11]=[CH:10][CH:9]=1)[CH3:2]. The catalyst is C(Cl)Cl. The yield is 0.780. (2) The reactants are [ClH:1].[N:2]1([CH2:8][CH2:9][CH2:10][O:11][C:12]2[CH:13]=[C:14]([CH2:28][CH2:29][CH2:30][CH2:31][C:32]3[CH:37]=[CH:36][C:35]([O:38][CH2:39][CH2:40][CH2:41][N:42]4[CH2:47][CH2:46][CH2:45][CH2:44][CH2:43]4)=[C:34]([O:48][CH2:49][CH2:50][CH2:51][N:52]4[CH2:57][CH2:56][CH2:55][CH2:54][CH2:53]4)[CH:33]=3)[CH:15]=[CH:16][C:17]=2[O:18][CH2:19][CH2:20][CH2:21][N:22]2[CH2:27][CH2:26][CH2:25][CH2:24][CH2:23]2)[CH2:7][CH2:6][CH2:5][CH2:4][CH2:3]1.CCOCC. The catalyst is C(O)C. The product is [ClH:1].[ClH:1].[ClH:1].[ClH:1].[N:2]1([CH2:8][CH2:9][CH2:10][O:11][C:12]2[CH:13]=[C:14]([CH2:28][CH2:29][CH2:30][CH2:31][C:32]3[CH:37]=[CH:36][C:35]([O:38][CH2:39][CH2:40][CH2:41][N:42]4[CH2:43][CH2:44][CH2:45][CH2:46][CH2:47]4)=[C:34]([O:48][CH2:49][CH2:50][CH2:51][N:52]4[CH2:53][CH2:54][CH2:55][CH2:56][CH2:57]4)[CH:33]=3)[CH:15]=[CH:16][C:17]=2[O:18][CH2:19][CH2:20][CH2:21][N:22]2[CH2:23][CH2:24][CH2:25][CH2:26][CH2:27]2)[CH2:7][CH2:6][CH2:5][CH2:4][CH2:3]1. The yield is 0.832. (3) The reactants are [CH3:1][C@H:2]1[C@H:19]([CH3:20])[N:6]2[C:7]3[CH:8]=[C:9]([C:14]([O:16]CC)=[O:15])[CH:10]=[CH:11][C:12]=3[CH:13]=[C:5]2[C:4](=[O:21])[NH:3]1.[OH-].[Na+].Cl. The catalyst is C(O)C. The product is [CH3:1][C@H:2]1[C@H:19]([CH3:20])[N:6]2[C:7]3[CH:8]=[C:9]([C:14]([OH:16])=[O:15])[CH:10]=[CH:11][C:12]=3[CH:13]=[C:5]2[C:4](=[O:21])[NH:3]1. The yield is 0.930. (4) The reactants are Br[C:2]1[CH:21]=[CH:20][C:5]([CH2:6][CH:7]2[CH2:12][CH2:11]C[N:9]([CH:13]3[CH2:18][CH2:17][CH2:16][CH2:15][CH2:14]3)[C:8]2=[O:19])=[C:4]([Cl:22])[CH:3]=1.[OH:23][CH:24]1[CH2:28][CH2:27][NH:26][CH2:25]1.C(=O)([O-])[O-].[K+].[K+]. The catalyst is CC(N(C)C)=O.[Cu]I. The product is [Cl:22][C:4]1[CH:3]=[C:2]([N:26]2[CH2:27][CH2:28][CH:24]([OH:23])[CH2:25]2)[CH:21]=[CH:20][C:5]=1[CH2:6][CH:7]1[CH2:12][CH2:11][N:9]([CH:13]2[CH2:14][CH2:15][CH2:16][CH2:17][CH2:18]2)[C:8]1=[O:19]. The yield is 0.190. (5) The reactants are C1(P(C2CCCCC2)C2C=CC=CC=2C2C=CC=CC=2)CCCCC1.Br[C:27]1[C:36]2[C:31](=[CH:32][CH:33]=[CH:34][CH:35]=2)[CH:30]=[CH:29][C:28]=1[F:37].[C:38]([N:45]1[CH2:50][CH2:49][NH:48][CH2:47][CH2:46]1)([O:40][C:41]([CH3:44])([CH3:43])[CH3:42])=[O:39].CC([O-])(C)C.[Na+]. The catalyst is CC([O-])=O.CC([O-])=O.[Pd+2]. The product is [C:41]([O:40][C:38]([N:45]1[CH2:50][CH2:49][N:48]([C:27]2[C:36]3[C:31](=[CH:32][CH:33]=[CH:34][CH:35]=3)[CH:30]=[CH:29][C:28]=2[F:37])[CH2:47][CH2:46]1)=[O:39])([CH3:44])([CH3:42])[CH3:43]. The yield is 0.400. (6) The reactants are [CH2:1]([O:3][C:4](=[O:9])[CH2:5][C:6](Cl)=[O:7])[CH3:2].C[O:11][C:12](=O)[CH2:13][C:14]1([NH2:17])[CH2:16][CH2:15]1.C(N(CC)CC)C.C([O-])(O)=O.[Na+]. The catalyst is C(Cl)Cl. The product is [CH2:1]([O:3][C:4](=[O:9])[CH2:5][C:6]([NH:17][C:14]1([CH2:13][CH:12]=[O:11])[CH2:16][CH2:15]1)=[O:7])[CH3:2]. The yield is 0.340. (7) The reactants are CN1CCCN(C)C1=O.[F:10][C:11]1[CH:16]=[CH:15][CH:14]=[C:13]([F:17])[C:12]=1[CH2:18][S:19]([C:22]1[CH2:26][C:25]([CH3:28])([CH3:27])[O:24][N:23]=1)(=[O:21])=[O:20].C([Li])CCC.[I:34]N1C(=O)CCC1=O. The catalyst is C1COCC1. The product is [F:17][C:13]1[CH:14]=[CH:15][CH:16]=[C:11]([F:10])[C:12]=1[CH:18]([I:34])[S:19]([C:22]1[CH2:26][C:25]([CH3:28])([CH3:27])[O:24][N:23]=1)(=[O:20])=[O:21]. The yield is 0.380.